From a dataset of Reaction yield outcomes from USPTO patents with 853,638 reactions. Predict the reaction yield, written as a fraction of the theoretical maximum amount of product (1.0 means a 100% yield; for example, 0.34 means a 34% yield). (1) The reactants are [OH:1][CH2:2][C@H:3]1[O:7][C:6](=[O:8])[CH2:5][CH2:4]1.[C:9]1([CH3:19])[CH:14]=[CH:13][C:12]([S:15](Cl)(=[O:17])=[O:16])=[CH:11][CH:10]=1.N1C=CC=CC=1.Cl. The catalyst is C1COCC1.CN(C1C=CN=CC=1)C. The product is [CH3:19][C:9]1[CH:14]=[CH:13][C:12]([S:15]([O:1][CH2:2][C@@H:3]2[CH2:4][CH2:5][C:6](=[O:8])[O:7]2)(=[O:17])=[O:16])=[CH:11][CH:10]=1. The yield is 0.860. (2) The reactants are Br[CH2:2][C:3]1[S:11][C:10]2[C:9]([N:12]3[CH2:17][CH2:16][O:15][CH2:14][CH2:13]3)=[N:8][C:7]([Cl:18])=[N:6][C:5]=2[CH:4]=1.O.[C:20]([O:24][C:25](=[O:34])[N:26]([CH3:33])[CH:27]1[CH2:32][CH2:31][NH:30][CH2:29][CH2:28]1)([CH3:23])([CH3:22])[CH3:21].C(=O)([O-])[O-].[Cs+].[Cs+]. The catalyst is CN(C=O)C. The product is [C:20]([O:24][C:25](=[O:34])[N:26]([CH:27]1[CH2:28][CH2:29][N:30]([CH2:2][C:3]2[S:11][C:10]3[C:9]([N:12]4[CH2:17][CH2:16][O:15][CH2:14][CH2:13]4)=[N:8][C:7]([Cl:18])=[N:6][C:5]=3[CH:4]=2)[CH2:31][CH2:32]1)[CH3:33])([CH3:23])([CH3:21])[CH3:22]. The yield is 0.620. (3) The yield is 0.900. The reactants are [CH2:1]([O:3][C:4](=[O:27])[CH2:5][C:6]1[CH:11]=[C:10]([O:12][CH2:13][C:14]([F:17])([F:16])[F:15])[C:9]([N+:18]([O-])=O)=[C:8]([O:21][CH2:22][C:23]([F:26])([F:25])[F:24])[CH:7]=1)[CH3:2]. The product is [CH2:1]([O:3][C:4](=[O:27])[CH2:5][C:6]1[CH:7]=[C:8]([O:21][CH2:22][C:23]([F:25])([F:24])[F:26])[C:9]([NH2:18])=[C:10]([O:12][CH2:13][C:14]([F:16])([F:17])[F:15])[CH:11]=1)[CH3:2]. The catalyst is CCO.[Pd]. (4) The reactants are [C:1](/[C:3](=[C:5]1/[C:6]2[CH:25]=[C:24]([F:26])[CH:23]=[CH:22][C:7]=2[O:8][CH2:9][C:10]2[CH:15]=[C:14]([C:16](OCCC)=[O:17])[CH:13]=[CH:12][C:11]/1=2)/[CH3:4])#[N:2].C(C1C2C=CC(C(OCCC)=O)=CC=2/C(=C/C2CC2)/OC2C=CC=CC1=2)#N. No catalyst specified. The product is [F:26][C:24]1[CH:23]=[CH:22][C:7]2[O:8][CH2:9][C:10]3[CH:15]=[C:14]([CH2:16][OH:17])[CH:13]=[CH:12][C:11]=3/[C:5](=[C:3](/[CH3:4])\[C:1]#[N:2])/[C:6]=2[CH:25]=1. The yield is 1.00. (5) The reactants are [N:1]12[CH2:8][CH2:7][C:4]([C:9]([C:17]3[CH:22]=[CH:21][CH:20]=[CH:19][CH:18]=3)([C:11]3[CH:16]=[CH:15][CH:14]=[CH:13][CH:12]=3)[OH:10])([CH2:5][CH2:6]1)[CH2:3][CH2:2]2.[Br:23][CH2:24][CH2:25][CH2:26][CH2:27][CH2:28][CH2:29][CH2:30][CH2:31][CH3:32]. The catalyst is CC#N. The product is [Br-:23].[OH:10][C:9]([C:17]1[CH:22]=[CH:21][CH:20]=[CH:19][CH:18]=1)([C:11]1[CH:12]=[CH:13][CH:14]=[CH:15][CH:16]=1)[C:4]12[CH2:5][CH2:6][N+:1]([CH2:24][CH2:25][CH2:26][CH2:27][CH2:28][CH2:29][CH2:30][CH2:31][CH3:32])([CH2:2][CH2:3]1)[CH2:8][CH2:7]2. The yield is 0.458. (6) The reactants are [NH2:1][C:2]([CH3:12])([CH3:11])[C:3]([C:5]1[CH:10]=[CH:9][CH:8]=[CH:7][CH:6]=1)=[O:4].CC1C=CC(S(O)(=O)=O)=CC=1.[C:24]1([C:34]2[CH:39]=[CH:38][CH:37]=[CH:36][CH:35]=2)[CH:29]=[CH:28][C:27]([S:30](Cl)(=[O:32])=[O:31])=[CH:26][CH:25]=1.C(N(CC)CC)C. The catalyst is CN(C=O)C. The product is [CH3:11][C:2]([NH:1][S:30]([C:27]1[CH:26]=[CH:25][C:24]([C:34]2[CH:39]=[CH:38][CH:37]=[CH:36][CH:35]=2)=[CH:29][CH:28]=1)(=[O:32])=[O:31])([CH3:12])[C:3](=[O:4])[C:5]1[CH:10]=[CH:9][CH:8]=[CH:7][CH:6]=1. The yield is 0.140.